Dataset: Full USPTO retrosynthesis dataset with 1.9M reactions from patents (1976-2016). Task: Predict the reactants needed to synthesize the given product. Given the product [CH3:1][O:2][C:3](=[O:12])[C:4]1[CH:9]=[C:8]([NH2:10])[CH:7]=[CH:6][C:5]=1[O:11][CH2:15][CH2:16][N:17]1[CH2:21][CH2:20][CH2:19][CH2:18]1, predict the reactants needed to synthesize it. The reactants are: [CH3:1][O:2][C:3](=[O:12])[C:4]1[CH:9]=[C:8]([NH2:10])[CH:7]=[CH:6][C:5]=1[OH:11].Cl.Cl[CH2:15][CH2:16][N:17]1[CH2:21][CH2:20][CH2:19][CH2:18]1.C(=O)([O-])[O-].[Cs+].[Cs+].O.